This data is from Forward reaction prediction with 1.9M reactions from USPTO patents (1976-2016). The task is: Predict the product of the given reaction. (1) Given the reactants [C:1]([C:5]1[N:9]=[CH:8][NH:7][C:6]=1[CH2:10][OH:11])([CH3:4])([CH3:3])[CH3:2], predict the reaction product. The product is: [C:1]([C:5]1[N:9]=[CH:8][NH:7][C:6]=1[CH:10]=[O:11])([CH3:4])([CH3:2])[CH3:3]. (2) Given the reactants C(N(CC)CC)C.Cl.[O:9]1[CH2:14][CH2:13][CH:12]([NH2:15])[CH2:11][CH2:10]1.[Cl:16][C:17]1[N:22]=[C:21]([N:23]2[CH2:28][CH2:27][O:26][CH2:25][CH2:24]2)[C:20]([N+:29]([O-:31])=[O:30])=[C:19](Cl)[N:18]=1.C(=O)([O-])O.[Na+], predict the reaction product. The product is: [Cl:16][C:17]1[N:18]=[C:19]([NH:15][CH:12]2[CH2:13][CH2:14][O:9][CH2:10][CH2:11]2)[C:20]([N+:29]([O-:31])=[O:30])=[C:21]([N:23]2[CH2:24][CH2:25][O:26][CH2:27][CH2:28]2)[N:22]=1.